Dataset: Full USPTO retrosynthesis dataset with 1.9M reactions from patents (1976-2016). Task: Predict the reactants needed to synthesize the given product. (1) Given the product [OH:16][CH2:17][CH2:18][N:19]([CH2:20][C:21](=[O:22])[NH:23][C:24]1[CH:29]=[CH:28][C:27]([O:30][CH2:31][C:32]2[CH:33]=[CH:34][CH:35]=[CH:36][CH:37]=2)=[CH:26][CH:25]=1)[C:9](=[O:10])[O:11][C:12]([CH3:13])([CH3:14])[CH3:15], predict the reactants needed to synthesize it. The reactants are: [CH3:13][C:12]([O:11][C:9](O[C:9]([O:11][C:12]([CH3:15])([CH3:14])[CH3:13])=[O:10])=[O:10])([CH3:15])[CH3:14].[OH:16][CH2:17][CH2:18][NH:19][CH2:20][C:21]([NH:23][C:24]1[CH:29]=[CH:28][C:27]([O:30][CH2:31][C:32]2[CH:37]=[CH:36][CH:35]=[CH:34][CH:33]=2)=[CH:26][CH:25]=1)=[O:22].C(=O)(O)[O-].[Na+]. (2) The reactants are: [Cl:1][C:2]1[CH:3]=[C:4]2[C:9](=[CH:10][CH:11]=1)[C:8]([CH3:13])([CH3:12])[C:7](=[O:14])[C:6]([C:15]([NH:17][CH2:18][C:19]([O:21]C)=[O:20])=[O:16])=[C:5]2[OH:23].[OH-].[Na+]. Given the product [Cl:1][C:2]1[CH:3]=[C:4]2[C:9](=[CH:10][CH:11]=1)[C:8]([CH3:13])([CH3:12])[C:7](=[O:14])[C:6]([C:15]([NH:17][CH2:18][C:19]([OH:21])=[O:20])=[O:16])=[C:5]2[OH:23], predict the reactants needed to synthesize it. (3) The reactants are: ClC1C=CC(N2C([CH:17]([CH:21]3[CH2:26][CH2:25][CH2:24][CH2:23][CH2:22]3)[C:18]([OH:20])=[O:19])=C3C(CCCC3)=N2)=CC=1.N1C=CC=CC=1.FC(F)(F)C(O[C:38]1[C:43]([F:44])=[C:42]([F:45])[C:41]([F:46])=[C:40]([F:47])[C:39]=1[F:48])=O.C1COCC1.CS(C)=O. Given the product [F:44][C:43]1[C:38]([O:20][C:18](=[O:19])[CH2:17][CH:21]2[CH2:22][CH2:23][CH2:24][CH2:25][CH2:26]2)=[C:39]([F:48])[C:40]([F:47])=[C:41]([F:46])[C:42]=1[F:45], predict the reactants needed to synthesize it. (4) Given the product [CH3:1][O:2][C:3]([C:4]1[CH:9]=[C:8]([C:35]2[CH:36]=[CH:37][C:32]([F:31])=[CH:33][CH:34]=2)[CH:7]=[CH:6][C:5]=1[O:11][CH2:12][CH2:13][C:14]1[N:15]=[C:16]([S:19][C:20]([CH3:29])([CH3:28])[C:21]([O:23][C:24]([CH3:27])([CH3:26])[CH3:25])=[O:22])[S:17][CH:18]=1)=[O:30], predict the reactants needed to synthesize it. The reactants are: [CH3:1][O:2][C:3](=[O:30])[C:4]1[CH:9]=[C:8](I)[CH:7]=[CH:6][C:5]=1[O:11][CH2:12][CH2:13][C:14]1[N:15]=[C:16]([S:19][C:20]([CH3:29])([CH3:28])[C:21]([O:23][C:24]([CH3:27])([CH3:26])[CH3:25])=[O:22])[S:17][CH:18]=1.[F:31][C:32]1[CH:37]=[CH:36][C:35](OB(O)O)=[CH:34][CH:33]=1.C(=O)([O-])[O-].[Na+].[Na+].O. (5) Given the product [Br:13][C:14]1[CH:19]=[CH:18][C:17]([Cl:20])=[C:16]([F:21])[C:7]=1[CH2:5][CH3:6], predict the reactants needed to synthesize it. The reactants are: C(N[CH:5]([CH3:7])[CH3:6])(C)C.C([Li])CCC.[Br:13][C:14]1[CH:19]=[CH:18][C:17]([Cl:20])=[C:16]([F:21])C=1.ICC. (6) Given the product [Cl:41][C:38]1[CH:39]=[CH:40][C:35]([CH:13]([C:9]2[C:8]3[CH:7]=[C:6]([F:42])[CH:5]=[C:4]([C:48]4[N:44]([CH3:43])[N:45]=[CH:46][CH:47]=4)[C:12]=3[S:11][CH:10]=2)[C@@H:14]([C:19]2[CH:34]=[CH:33][C:22]([C:23]([NH:25][CH2:26][CH2:27][C:28]([OH:30])=[O:29])=[O:24])=[CH:21][CH:20]=2)[CH2:15][CH2:16][CH2:17][CH3:18])=[CH:36][CH:37]=1, predict the reactants needed to synthesize it. The reactants are: [Li+].[OH-].Br[C:4]1[C:12]2[S:11][CH:10]=[C:9]([CH:13]([C:35]3[CH:40]=[CH:39][C:38]([Cl:41])=[CH:37][CH:36]=3)[C@@H:14]([C:19]3[CH:34]=[CH:33][C:22]([C:23]([NH:25][CH2:26][CH2:27][C:28]([O:30]CC)=[O:29])=[O:24])=[CH:21][CH:20]=3)[CH2:15][CH2:16][CH2:17][CH3:18])[C:8]=2[CH:7]=[C:6]([F:42])[CH:5]=1.[CH3:43][N:44]1[C:48](B2OC(C)(C)C(C)(C)O2)=[CH:47][CH:46]=[N:45]1.